This data is from Catalyst prediction with 721,799 reactions and 888 catalyst types from USPTO. The task is: Predict which catalyst facilitates the given reaction. (1) Reactant: C(N(CC)CC)C.[C:8]([C@H:12]1[CH2:17][CH2:16][C@H:15]([O:18][C:19]2[CH:28]=[C:27]3[C:22]([CH:23]=[C:24]([CH:29]=O)[N:25]=[CH:26]3)=[CH:21][CH:20]=2)[CH2:14][CH2:13]1)([CH3:11])([CH3:10])[CH3:9].[NH:31]1[CH2:36][CH2:35][CH:34]([C:37]([O:39][CH2:40][CH3:41])=[O:38])[CH2:33][CH2:32]1.C(O[BH-](OC(=O)C)OC(=O)C)(=O)C.[Na+]. Product: [CH2:40]([O:39][C:37]([CH:34]1[CH2:35][CH2:36][N:31]([CH2:29][C:24]2[N:25]=[CH:26][C:21]3[C:22]([CH:23]=2)=[CH:27][CH:28]=[C:19]([O:18][C@H:15]2[CH2:14][CH2:13][C@H:12]([C:8]([CH3:11])([CH3:9])[CH3:10])[CH2:17][CH2:16]2)[CH:20]=3)[CH2:32][CH2:33]1)=[O:38])[CH3:41]. The catalyst class is: 279. (2) Reactant: C[Al](C)C.[Cl:5][C:6]1[CH:7]=[CH:8][C:9]([NH2:12])=[N:10][CH:11]=1.[OH:13][C@@H:14]([CH2:19][O:20][C@H:21]([CH3:34])[CH2:22][O:23][Si:24]([CH:31]([CH3:33])[CH3:32])([CH:28]([CH3:30])[CH3:29])[CH:25]([CH3:27])[CH3:26])[C:15](OC)=[O:16]. Product: [Cl:5][C:6]1[CH:7]=[CH:8][C:9]([NH:12][C:15](=[O:16])[C@@H:14]([OH:13])[CH2:19][O:20][C@H:21]([CH3:34])[CH2:22][O:23][Si:24]([CH:28]([CH3:30])[CH3:29])([CH:25]([CH3:26])[CH3:27])[CH:31]([CH3:32])[CH3:33])=[N:10][CH:11]=1. The catalyst class is: 11.